From a dataset of Full USPTO retrosynthesis dataset with 1.9M reactions from patents (1976-2016). Predict the reactants needed to synthesize the given product. Given the product [OH:8][CH2:9][CH2:10][N:11]([CH:49]([CH3:51])[CH3:50])[C:12]([C:14]1[N:15]=[C:16]([N:19]2[CH2:20][CH:21]([S:23][C:24]3[C@H:25]([CH3:48])[C@@H:26]4[C@@H:43]([C@H:44]([OH:46])[CH3:45])[C:42](=[O:47])[N:27]4[C:28]=3[C:29]([O:31][CH2:32][C:33]3[CH:38]=[CH:37][C:36]([N+:39]([O-:41])=[O:40])=[CH:35][CH:34]=3)=[O:30])[CH2:22]2)[S:17][CH:18]=1)=[O:13], predict the reactants needed to synthesize it. The reactants are: [Si]([O:8][CH2:9][CH2:10][N:11]([CH:49]([CH3:51])[CH3:50])[C:12]([C:14]1[N:15]=[C:16]([N:19]2[CH2:22][CH:21]([S:23][C:24]3[C@H:25]([CH3:48])[C@@H:26]4[C@@H:43]([C@H:44]([OH:46])[CH3:45])[C:42](=[O:47])[N:27]4[C:28]=3[C:29]([O:31][CH2:32][C:33]3[CH:38]=[CH:37][C:36]([N+:39]([O-:41])=[O:40])=[CH:35][CH:34]=3)=[O:30])[CH2:20]2)[S:17][CH:18]=1)=[O:13])(C(C)(C)C)(C)C.C(O)(=O)C.[F-].C([N+](CCCC)(CCCC)CCCC)CCC.C(=O)([O-])O.[Na+].